From a dataset of Catalyst prediction with 721,799 reactions and 888 catalyst types from USPTO. Predict which catalyst facilitates the given reaction. (1) Reactant: [C:1]1([C@@H:7]2[CH2:9][C@H:8]2[NH:10][CH2:11][CH:12]2[CH2:15][N:14]([C:16]([O:18][C:19]([CH3:22])([CH3:21])[CH3:20])=[O:17])[CH2:13]2)[CH:6]=[CH:5][CH:4]=[CH:3][CH:2]=1.C(N(CC)CC)C.[F:30][C:31]([F:42])([F:41])[C:32](O[C:32](=[O:33])[C:31]([F:42])([F:41])[F:30])=[O:33]. Product: [C:1]1([C@@H:7]2[CH2:9][C@H:8]2[N:10]([CH2:11][CH:12]2[CH2:15][N:14]([C:16]([O:18][C:19]([CH3:22])([CH3:21])[CH3:20])=[O:17])[CH2:13]2)[C:32](=[O:33])[C:31]([F:42])([F:41])[F:30])[CH:6]=[CH:5][CH:4]=[CH:3][CH:2]=1. The catalyst class is: 2. (2) Reactant: Br[C:2]1[N:3]([CH2:21][CH2:22][C:23]([O:25][CH3:26])=[O:24])[C:4]2[C:9]([C:10]=1[CH:11]1[CH2:16][CH2:15][CH2:14][CH2:13][CH2:12]1)=[CH:8][CH:7]=[C:6]([C:17]([O:19][CH3:20])=[O:18])[CH:5]=2.C([O-])([O-])=O.[Na+].[Na+].CC1(C)C(C)(C)OB([C:41]2[CH:46]=[CH:45][CH:44]=[CH:43][C:42]=2[NH:47][C:48](=[O:54])[O:49][C:50]([CH3:53])([CH3:52])[CH3:51])O1. Product: [C:50]([O:49][C:48]([NH:47][C:42]1[CH:43]=[CH:44][CH:45]=[CH:46][C:41]=1[C:2]1[N:3]([CH2:21][CH2:22][C:23]([O:25][CH3:26])=[O:24])[C:4]2[C:9]([C:10]=1[CH:11]1[CH2:12][CH2:13][CH2:14][CH2:15][CH2:16]1)=[CH:8][CH:7]=[C:6]([C:17]([O:19][CH3:20])=[O:18])[CH:5]=2)=[O:54])([CH3:51])([CH3:52])[CH3:53]. The catalyst class is: 184. (3) Reactant: [F:1][C:2]1[CH:7]=[CH:6][C:5]([CH:8]([OH:27])[CH:9]([CH2:15][C:16]2[CH:21]=[CH:20][CH:19]=[C:18]([S:22][C:23]([F:26])([F:25])[F:24])[CH:17]=2)[C:10]([O:12]CC)=[O:11])=[CH:4][CH:3]=1.[OH-].[Na+]. The catalyst class is: 5. Product: [F:1][C:2]1[CH:7]=[CH:6][C:5]([CH:8]([OH:27])[CH:9]([CH2:15][C:16]2[CH:21]=[CH:20][CH:19]=[C:18]([S:22][C:23]([F:24])([F:25])[F:26])[CH:17]=2)[C:10]([OH:12])=[O:11])=[CH:4][CH:3]=1. (4) Reactant: [NH2:1][C:2]1[C:3]([Cl:8])=[N:4][CH:5]=[CH:6][CH:7]=1.C(N(CC)CC)C.[Cl-].ClC1N(C)CC[NH+]1C.[CH3:25][C:26]1[C:31](=[O:32])[C:30]([CH3:33])=[C:29]([CH3:34])[C:28](=[O:35])[C:27]=1[CH2:36][C:37]1[CH:38]=[CH:39][C:40]([O:46][C:47](=[O:49])[CH3:48])=[C:41]([CH:45]=1)[C:42](O)=[O:43]. Product: [Cl:8][C:3]1[C:2]([NH:1][C:42](=[O:43])[C:41]2[CH:45]=[C:37]([CH2:36][C:27]3[C:28](=[O:35])[C:29]([CH3:34])=[C:30]([CH3:33])[C:31](=[O:32])[C:26]=3[CH3:25])[CH:38]=[CH:39][C:40]=2[O:46][C:47](=[O:49])[CH3:48])=[CH:7][CH:6]=[CH:5][N:4]=1. The catalyst class is: 2. (5) Reactant: [CH2:1]([O:8][C:9]1[CH:10]=[C:11]2[C:16](=[CH:17][CH:18]=1)[CH2:15][N:14]([CH2:19][C:20]([N:22]1[CH2:27][CH2:26][N:25]([CH:28]3[CH2:31][CH2:30][CH2:29]3)[CH2:24][CH2:23]1)=[O:21])[CH2:13][CH2:12]2)[C:2]1[CH:7]=[CH:6][CH:5]=CC=1. Product: [CH:28]1([N:25]2[CH2:24][CH2:23][N:22]([C:20](=[O:21])[CH2:19][N:14]3[CH2:15][CH2:16][C:17]4[C:12](=[CH:11][CH:10]=[C:9]([O:8][CH:1]5[CH2:2][CH2:7][CH2:6][CH2:5]5)[CH:18]=4)[CH2:13]3)[CH2:27][CH2:26]2)[CH2:31][CH2:30][CH2:29]1. The catalyst class is: 320. (6) Reactant: C[Si](C)(C)CCOC(=O)[NH:7][C:8]1[CH:13]=[CH:12][C:11]([CH2:14][C:15]2[CH:20]=[CH:19][C:18]([CH2:21][O:22][CH:23]([CH3:25])[CH3:24])=[CH:17][CH:16]=2)=[CH:10][CH:9]=1.[F-].C([N+](CCCC)(CCCC)CCCC)CCC.O1CCCC1. Product: [CH:23]([O:22][CH2:21][C:18]1[CH:19]=[CH:20][C:15]([CH2:14][C:11]2[CH:10]=[CH:9][C:8]([NH2:7])=[CH:13][CH:12]=2)=[CH:16][CH:17]=1)([CH3:25])[CH3:24]. The catalyst class is: 16. (7) Reactant: [Cl:1][C:2]1[CH:14]=[CH:13][C:5]2[NH:6][C:7]([C:9](Cl)(Cl)Cl)=[N:8][C:4]=2[CH:3]=1.C([O-])([O-])=[O:16].[K+].[K+].[NH:21]1[CH2:26][CH2:25][CH2:24][C@@H:23]2[CH2:27][NH:28][CH2:29][C@H:22]12. Product: [Cl:1][C:2]1[CH:14]=[CH:13][C:5]2[NH:6][C:7]([C:9]([N:28]3[CH2:27][C@@H:23]4[C@@H:22]([NH:21][CH2:26][CH2:25][CH2:24]4)[CH2:29]3)=[O:16])=[N:8][C:4]=2[CH:3]=1. The catalyst class is: 144. (8) Reactant: [NH:1]1[C:5]2=[N:6][CH:7]=[N:8][C:9]([NH2:10])=[C:4]2[CH:3]=[N:2]1.C1C(=O)N([I:18])C(=O)C1. Product: [I:18][C:3]1[C:4]2[C:5](=[N:6][CH:7]=[N:8][C:9]=2[NH2:10])[NH:1][N:2]=1. The catalyst class is: 250.